Dataset: Forward reaction prediction with 1.9M reactions from USPTO patents (1976-2016). Task: Predict the product of the given reaction. (1) Given the reactants Cl.Cl.[NH2:3][CH2:4][CH2:5][N:6]1[C:14]2[C:13]([NH:15][C:16]3[CH:21]=[CH:20][C:19]([O:22][C:23]4[CH:28]=[CH:27][CH:26]=[C:25]([C:29]([F:35])([F:34])[C:30]([CH3:33])([CH3:32])[CH3:31])[CH:24]=4)=[C:18]([Cl:36])[CH:17]=3)=[N:12][CH:11]=[N:10][C:9]=2[CH:8]=[CH:7]1.[OH:37][C:38]([CH3:44])([CH3:43])[CH2:39][C:40](O)=[O:41].Cl.C(N=C=NCCCN(C)C)C.O.ON1C2C=CC=CC=2N=N1, predict the reaction product. The product is: [ClH:36].[Cl:36][C:18]1[CH:17]=[C:16]([NH:15][C:13]2[C:14]3[N:6]([CH2:5][CH2:4][NH:3][C:40](=[O:41])[CH2:39][C:38]([OH:37])([CH3:44])[CH3:43])[CH:7]=[CH:8][C:9]=3[N:10]=[CH:11][N:12]=2)[CH:21]=[CH:20][C:19]=1[O:22][C:23]1[CH:28]=[CH:27][CH:26]=[C:25]([C:29]([F:35])([F:34])[C:30]([CH3:33])([CH3:31])[CH3:32])[CH:24]=1. (2) Given the reactants [CH3:1][N:2]([CH3:12])[C:3]([N:5]1[CH2:10][CH2:9][CH:8]([OH:11])[CH2:7][CH2:6]1)=[O:4].[C:26]1(P([C:26]2[CH:31]=[CH:30][CH:29]=[CH:28][CH:27]=2)[C:26]2[CH:31]=[CH:30][CH:29]=[CH:28][CH:27]=2)[CH:31]=[CH:30][CH:29]=[CH:28][CH:27]=1.C[CH:33]([O:35]C(/N=N/C(OC(C)C)=O)=O)C, predict the reaction product. The product is: [CH3:1][N:2]([CH3:12])[C:3]([N:5]1[CH2:10][CH2:9][CH:8]([O:11][C:29]2[CH:28]=[CH:27][C:26]([CH:33]=[O:35])=[CH:31][CH:30]=2)[CH2:7][CH2:6]1)=[O:4]. (3) Given the reactants [CH3:1][CH:2]([CH2:5][OH:6])[CH2:3][OH:4].Cl[C:8]1[N:9]=[C:10]([OH:18])[C:11]2[CH:17]=[CH:16][N:15]=[CH:14][C:12]=2[N:13]=1, predict the reaction product. The product is: [OH:4][CH2:3][CH:2]([CH3:1])[CH2:5][O:6][C:8]1[N:9]=[C:10]([OH:18])[C:11]2[CH:17]=[CH:16][N:15]=[CH:14][C:12]=2[N:13]=1. (4) Given the reactants Br[C:2]1[N:7]=[CH:6][C:5]2[N:8]=[C:9]([CH2:14][O:15][CH3:16])[N:10]([CH:11]([CH3:13])[CH3:12])[C:4]=2[CH:3]=1.[NH2:17][C:18]1[CH:23]=[CH:22][N:21]=[C:20]([Cl:24])[N:19]=1.C1(P(C2C=CC=CC=2)C2C3OC4C(=CC=CC=4P(C4C=CC=CC=4)C4C=CC=CC=4)C(C)(C)C=3C=CC=2)C=CC=CC=1.C(=O)([O-])[O-].[Cs+].[Cs+], predict the reaction product. The product is: [Cl:24][C:20]1[N:19]=[C:18]([NH:17][C:2]2[N:7]=[CH:6][C:5]3[N:8]=[C:9]([CH2:14][O:15][CH3:16])[N:10]([CH:11]([CH3:13])[CH3:12])[C:4]=3[CH:3]=2)[CH:23]=[CH:22][N:21]=1. (5) Given the reactants [Br:1][C:2]1[CH:3]=[C:4]([NH:9][S:10]([C:13]2[CH:18]=[CH:17][C:16]([O:19]C)=[CH:15][CH:14]=2)(=[O:12])=[O:11])[C:5]([Cl:8])=[N:6][CH:7]=1.B(Br)(Br)Br, predict the reaction product. The product is: [Br:1][C:2]1[CH:3]=[C:4]([NH:9][S:10]([C:13]2[CH:18]=[CH:17][C:16]([OH:19])=[CH:15][CH:14]=2)(=[O:12])=[O:11])[C:5]([Cl:8])=[N:6][CH:7]=1. (6) The product is: [CH3:1][C:2]1[C:7]2=[N:8][CH:9]=[C:10]([C:13]3[NH:14][N:15]=[N:16][N:17]=3)[C:11](=[O:12])[N:6]2[CH:5]=[CH:4][CH:3]=1. Given the reactants [CH3:1][C:2]1[C:7]2=[N:8][CH:9]=[C:10]([C:13]3[N-:14][N:15]=[N:16][N:17]=3)[C:11](=[O:12])[N:6]2[CH:5]=[CH:4][CH:3]=1.[K+].C(O)(=O)C, predict the reaction product. (7) Given the reactants Br[C:2]1[C:7]([CH2:8][O:9][C:10]2[C:11]([CH:18]3[O:22][CH2:21][CH2:20][O:19]3)=[CH:12][C:13]([O:16][CH3:17])=[N:14][CH:15]=2)=[CH:6][CH:5]=[CH:4][N:3]=1.[CH3:23][N:24](C=O)C, predict the reaction product. The product is: [O:19]1[CH2:20][CH2:21][O:22][CH:18]1[C:11]1[CH:12]=[C:13]([O:16][CH3:17])[N:14]=[CH:15][C:10]=1[O:9][CH2:8][C:7]1[C:2]([C:23]#[N:24])=[N:3][CH:4]=[CH:5][CH:6]=1.